From a dataset of Catalyst prediction with 721,799 reactions and 888 catalyst types from USPTO. Predict which catalyst facilitates the given reaction. (1) Reactant: [NH:1]1[CH2:11][CH2:10][CH2:9][CH:3]([C:4]([O:6][CH2:7][CH3:8])=[O:5])[CH2:2]1.Cl.Cl[C:14]1[CH:19]=[CH:18][N:17]=[CH:16][CH:15]=1.C(N(CC)CC)C.C1(C)C(C)=CC=CC=1. Product: [N:17]1[CH:18]=[CH:19][C:14]([N:1]2[CH2:11][CH2:10][CH2:9][CH:3]([C:4]([O:6][CH2:7][CH3:8])=[O:5])[CH2:2]2)=[CH:15][CH:16]=1. The catalyst class is: 13. (2) Reactant: Br[C:2]1[CH:3]=[C:4]([CH2:8][CH2:9][C:10]([O:12][CH2:13][CH3:14])=[O:11])[CH:5]=[CH:6][CH:7]=1.C([Sn](CCCC)(CCCC)[C:20]1[O:21][CH:22]=[CH:23][CH:24]=1)CCC. Product: [O:21]1[CH:22]=[CH:23][CH:24]=[C:20]1[C:2]1[CH:3]=[C:4]([CH2:8][CH2:9][C:10]([O:12][CH2:13][CH3:14])=[O:11])[CH:5]=[CH:6][CH:7]=1. The catalyst class is: 12. (3) Reactant: Cl[C:2]1[CH:7]=[C:6]([C:8]2[CH:13]=[CH:12][CH:11]=[C:10]([Cl:14])[C:9]=2[Cl:15])[N:5]=[C:4]([NH2:16])[N:3]=1.[CH3:17][C@H:18]1[C@H:23]([NH2:24])[CH2:22][C@@H:21]2[CH2:25][C@H:19]1[C:20]2([CH3:27])[CH3:26]. Product: [Cl:15][C:9]1[C:10]([Cl:14])=[CH:11][CH:12]=[CH:13][C:8]=1[C:6]1[N:5]=[C:4]([NH2:16])[N:3]=[C:2]([NH:24][C@@H:23]2[CH2:22][C@@H:21]3[CH2:25][C@@H:19]([C:20]3([CH3:27])[CH3:26])[C@H:18]2[CH3:17])[CH:7]=1. The catalyst class is: 5. (4) Reactant: [F:1][C:2]1[CH:7]=[CH:6][C:5]([N:8]2[C:12]([C:13]3[N:14]=[CH:15][NH:16][CH:17]=3)=[C:11]([CH3:18])[N:10]=[N:9]2)=[CH:4][CH:3]=1.Cl[C:20]1[CH:25]=[CH:24][C:23]([C:26]([F:29])([F:28])[F:27])=[CH:22][N:21]=1.C(=O)([O-])[O-].[K+].[K+].O. Product: [F:1][C:2]1[CH:7]=[CH:6][C:5]([N:8]2[C:12]([C:13]3[N:14]=[CH:15][N:16]([C:20]4[CH:25]=[CH:24][C:23]([C:26]([F:29])([F:28])[F:27])=[CH:22][N:21]=4)[CH:17]=3)=[C:11]([CH3:18])[N:10]=[N:9]2)=[CH:4][CH:3]=1. The catalyst class is: 3.